Dataset: Catalyst prediction with 721,799 reactions and 888 catalyst types from USPTO. Task: Predict which catalyst facilitates the given reaction. (1) Reactant: [C:1]([O:5][C:6]([N:8]1[CH2:12][C@@H:11]([CH2:13][N:14]([CH:31]([CH3:33])[CH3:32])[C:15](=[O:30])[C:16]2[CH:21]=[CH:20][C:19]([O:22][CH3:23])=[C:18]([O:24][CH2:25][CH2:26][CH2:27][O:28][CH3:29])[CH:17]=2)[C@H:10]([CH2:34][CH2:35][C:36]([OH:38])=O)[CH2:9]1)=[O:7])([CH3:4])([CH3:3])[CH3:2].[NH2:39][CH:40]1[CH2:45][CH2:44][O:43][CH2:42][CH2:41]1.C1C=CC2N(O)N=NC=2C=1.CCN=C=NCCCN(C)C.CCN(CC)CC. Product: [C:1]([O:5][C:6]([N:8]1[CH2:9][C@@H:10]([CH2:34][CH2:35][C:36](=[O:38])[NH:39][CH:40]2[CH2:45][CH2:44][O:43][CH2:42][CH2:41]2)[C@H:11]([CH2:13][N:14]([CH:31]([CH3:32])[CH3:33])[C:15](=[O:30])[C:16]2[CH:21]=[CH:20][C:19]([O:22][CH3:23])=[C:18]([O:24][CH2:25][CH2:26][CH2:27][O:28][CH3:29])[CH:17]=2)[CH2:12]1)=[O:7])([CH3:4])([CH3:3])[CH3:2]. The catalyst class is: 2. (2) Reactant: C(O[C:4]1(O[Si](C)(C)C)[CH2:6][CH2:5]1)C.[N:12]1([C:18]2[CH:23]=[C:22]([CH2:24][N:25]3[CH:30]=[C:29]([C:31]4[O:35][N:34]=[C:33]([C:36]5[CH:41]=[CH:40][C:39]([S:42][C:43]([F:46])([F:45])[F:44])=[CH:38][CH:37]=5)[N:32]=4)[CH:28]=[CH:27][C:26]3=[O:47])[CH:21]=[CH:20][N:19]=2)[CH2:17][CH2:16][NH:15][CH2:14][CH2:13]1.C(O)(=O)C.C([BH3-])#N.[Na+]. Product: [CH:4]1([N:15]2[CH2:14][CH2:13][N:12]([C:18]3[CH:23]=[C:22]([CH2:24][N:25]4[CH:30]=[C:29]([C:31]5[O:35][N:34]=[C:33]([C:36]6[CH:41]=[CH:40][C:39]([S:42][C:43]([F:45])([F:46])[F:44])=[CH:38][CH:37]=6)[N:32]=5)[CH:28]=[CH:27][C:26]4=[O:47])[CH:21]=[CH:20][N:19]=3)[CH2:17][CH2:16]2)[CH2:6][CH2:5]1. The catalyst class is: 125.